Task: Predict the product of the given reaction.. Dataset: Forward reaction prediction with 1.9M reactions from USPTO patents (1976-2016) (1) Given the reactants C(OP([CH2:9][S:10]([C:13]1[CH:18]=[CH:17][C:16]([F:19])=[CH:15][C:14]=1[F:20])(=[O:12])=[O:11])(=O)OCC)C.[CH:21]1([NH:26][C:27]2[C:32]([CH:33]=O)=[CH:31][N:30]=[C:29]([S:35][CH3:36])[N:28]=2)[CH2:25][CH2:24][CH2:23][CH2:22]1, predict the reaction product. The product is: [CH:21]1([NH:26][C:27]2[C:32]([CH:33]=[CH:9][S:10]([C:13]3[CH:18]=[CH:17][C:16]([F:19])=[CH:15][C:14]=3[F:20])(=[O:11])=[O:12])=[CH:31][N:30]=[C:29]([S:35][CH3:36])[N:28]=2)[CH2:22][CH2:23][CH2:24][CH2:25]1. (2) Given the reactants [Br:1][C:2]1[CH:7]=[C:6]([CH2:8][C:9]([F:12])([F:11])[F:10])[N+:5]([O-])=[C:4]([CH2:14][C:15]([F:18])([F:17])[F:16])[CH:3]=1.P(Br)(Br)Br.[OH-].[Na+], predict the reaction product. The product is: [Br:1][C:2]1[CH:3]=[C:4]([CH2:14][C:15]([F:18])([F:17])[F:16])[N:5]=[C:6]([CH2:8][C:9]([F:11])([F:10])[F:12])[CH:7]=1. (3) Given the reactants Cl.C([NH:6][S:7]([C:10]1[C:11]([C:16]2[CH:21]=[CH:20][C:19]([NH:22][CH2:23][C:24]3[CH:25]=[N:26][C:27]([CH3:33])=[C:28]([OH:32])[C:29]=3[CH2:30][OH:31])=[CH:18][CH:17]=2)=[CH:12][CH:13]=[CH:14][CH:15]=1)(=[O:9])=[O:8])(C)(C)C, predict the reaction product. The product is: [OH:32][C:28]1[C:29]([CH2:30][OH:31])=[C:24]([CH2:23][NH:22][C:19]2[CH:18]=[CH:17][C:16]([C:11]3[C:10]([S:7]([NH2:6])(=[O:9])=[O:8])=[CH:15][CH:14]=[CH:13][CH:12]=3)=[CH:21][CH:20]=2)[CH:25]=[N:26][C:27]=1[CH3:33]. (4) Given the reactants [C:1]([O-:4])(=[O:3])C.[O:5]=[C:6]1[C@@H:9]([NH3+:10])[CH2:8][NH:7]1.[CH3:11]CN(C(C)C)C(C)C.[CH2:20]1[C:29]2[C:24](=[CH:25][C:26](C3C=CN(C([O-])=O)C(=O)C=3C)=[CH:27][CH:28]=2)[CH2:23][CH2:22][CH2:21]1, predict the reaction product. The product is: [CH2:23]1[C:24]2[C:29](=[CH:28][C:27]([O:4][C:1](=[O:3])[N:10]([CH3:11])[C@H:9]3[CH2:8][NH:7][C:6]3=[O:5])=[CH:26][CH:25]=2)[CH2:20][CH2:21][CH2:22]1.